The task is: Predict the reactants needed to synthesize the given product.. This data is from Full USPTO retrosynthesis dataset with 1.9M reactions from patents (1976-2016). (1) Given the product [NH2:14][C:12]([C:7]1[CH:8]=[N:9][C:10]2[C:5]([C:6]=1[NH:16][C:17]1[CH:18]=[C:19]([CH:23]=[C:24]([O:26][CH3:27])[CH:25]=1)[C:20]([OH:22])=[O:21])=[CH:4][CH:3]=[C:2]([Br:1])[CH:11]=2)=[O:13], predict the reactants needed to synthesize it. The reactants are: [Br:1][C:2]1[CH:11]=[C:10]2[C:5]([C:6](Cl)=[C:7]([C:12]([NH2:14])=[O:13])[CH:8]=[N:9]2)=[CH:4][CH:3]=1.[NH2:16][C:17]1[CH:18]=[C:19]([CH:23]=[C:24]([O:26][CH3:27])[CH:25]=1)[C:20]([OH:22])=[O:21]. (2) Given the product [Br:1][C:2]1[CH:7]=[CH:6][C:5]([C:8]([NH:11][S:21]([CH3:20])(=[O:23])=[O:22])([CH3:10])[CH3:9])=[C:4]([F:12])[CH:3]=1, predict the reactants needed to synthesize it. The reactants are: [Br:1][C:2]1[CH:7]=[CH:6][C:5]([C:8]([NH2:11])([CH3:10])[CH3:9])=[C:4]([F:12])[CH:3]=1.C(N(CC)CC)C.[CH3:20][S:21](Cl)(=[O:23])=[O:22]. (3) Given the product [CH3:10][CH:9]([CH3:11])[C@H:8]([NH:12][C:13](=[O:19])[O:14][C:15]([CH3:17])([CH3:16])[CH3:18])[C:4]1[N:3]([CH3:21])[CH:7]=[CH:6][N:5]=1, predict the reactants needed to synthesize it. The reactants are: [H-].[Na+].[NH:3]1[CH:7]=[CH:6][N:5]=[C:4]1[C@@H:8]([NH:12][C:13](=[O:19])[O:14][C:15]([CH3:18])([CH3:17])[CH3:16])[CH:9]([CH3:11])[CH3:10].I[CH3:21].